This data is from Full USPTO retrosynthesis dataset with 1.9M reactions from patents (1976-2016). The task is: Predict the reactants needed to synthesize the given product. (1) Given the product [Cl:1][CH2:2][C:3]1[CH:11]=[CH:10][C:6]([C:7]([NH:22][CH3:19])=[O:8])=[CH:5][CH:4]=1, predict the reactants needed to synthesize it. The reactants are: [Cl:1][CH2:2][C:3]1[CH:11]=[CH:10][C:6]([C:7](O)=[O:8])=[CH:5][CH:4]=1.S(Cl)(Cl)=O.Cl.CN.[CH:19]([N:22](C(C)C)CC)(C)C. (2) Given the product [CH2:13]([C:17]1[N:21]([CH2:22][C:23]2[CH:24]=[CH:25][C:26]([C:29]3[CH:34]=[CH:33][CH:32]=[CH:31][C:30]=3[C:35]3[NH:3][C:4](=[O:7])[O:5][N:36]=3)=[CH:27][CH:28]=2)[C:20](=[O:37])[N:19]([C:38]2[CH:39]=[CH:40][C:41]3[O:45][C:44]([CH3:47])([CH3:46])[CH2:43][C:42]=3[CH:48]=2)[N:18]=1)[CH2:14][CH2:15][CH3:16], predict the reactants needed to synthesize it. The reactants are: [Cl-].O[NH3+:3].[C:4](=[O:7])([O-])[OH:5].[Na+].CS(C)=O.[CH2:13]([C:17]1[N:21]([CH2:22][C:23]2[CH:28]=[CH:27][C:26]([C:29]3[C:30]([C:35]#[N:36])=[CH:31][CH:32]=[CH:33][CH:34]=3)=[CH:25][CH:24]=2)[C:20](=[O:37])[N:19]([C:38]2[CH:39]=[CH:40][C:41]3[O:45][C:44]([CH3:47])([CH3:46])[CH2:43][C:42]=3[CH:48]=2)[N:18]=1)[CH2:14][CH2:15][CH3:16].